Dataset: Peptide-MHC class I binding affinity with 185,985 pairs from IEDB/IMGT. Task: Regression. Given a peptide amino acid sequence and an MHC pseudo amino acid sequence, predict their binding affinity value. This is MHC class I binding data. (1) The peptide sequence is TYVPSQERNF. The MHC is HLA-A24:02 with pseudo-sequence HLA-A24:02. The binding affinity (normalized) is 0.604. (2) The binding affinity (normalized) is 0.484. The MHC is HLA-A68:01 with pseudo-sequence HLA-A68:01. The peptide sequence is TQFNFNGHTY. (3) The peptide sequence is YRTLGVFRY. The MHC is HLA-A02:19 with pseudo-sequence HLA-A02:19. The binding affinity (normalized) is 0.0847. (4) The peptide sequence is DHVSTLLTWH. The MHC is HLA-A03:01 with pseudo-sequence HLA-A03:01. The binding affinity (normalized) is 0.0739. (5) The peptide sequence is GLLDWGMQQ. The MHC is HLA-A02:06 with pseudo-sequence HLA-A02:06. The binding affinity (normalized) is 0.321. (6) The peptide sequence is LVAPHMAMM. The MHC is HLA-B40:01 with pseudo-sequence HLA-B40:01. The binding affinity (normalized) is 0.0847. (7) The peptide sequence is LPLIVDTAA. The MHC is HLA-A69:01 with pseudo-sequence HLA-A69:01. The binding affinity (normalized) is 0.0847. (8) The peptide sequence is NTDAFSREY. The MHC is HLA-A02:06 with pseudo-sequence HLA-A02:06. The binding affinity (normalized) is 0.0847.